From a dataset of Reaction yield outcomes from USPTO patents with 853,638 reactions. Predict the reaction yield, written as a fraction of the theoretical maximum amount of product (1.0 means a 100% yield; for example, 0.34 means a 34% yield). (1) The reactants are [F:1][C:2]1[CH:7]=[CH:6][C:5]([CH2:8][CH2:9][NH:10][CH2:11][CH:12]2[CH2:16][CH2:15][O:14][CH2:13]2)=[CH:4][C:3]=1[O:17][CH2:18][C:19]([F:22])([F:21])[F:20].C(N(CC)CC)C.[Cl:30][CH2:31][C:32]([N:34]([CH3:36])[CH3:35])=[O:33]. The catalyst is CN(C)C=O. The product is [ClH:30].[F:1][C:2]1[CH:7]=[CH:6][C:5]([CH2:8][CH2:9][N:10]([CH2:11][CH:12]2[CH2:16][CH2:15][O:14][CH2:13]2)[CH2:31][C:32]([N:34]([CH3:36])[CH3:35])=[O:33])=[CH:4][C:3]=1[O:17][CH2:18][C:19]([F:20])([F:21])[F:22]. The yield is 0.650. (2) The product is [CH2:1]([O:5][C:6]1[CH:7]=[C:8]([CH:9]=[C:10]([S:12]([C:15]2[CH:20]=[CH:19][CH:18]=[C:17]([O:21][C:22]([F:25])([F:23])[F:24])[CH:16]=2)(=[O:14])=[O:13])[CH:11]=1)[NH2:26])[CH:2]([CH3:4])[CH3:3]. The reactants are [CH2:1]([O:5][C:6]1[CH:11]=[C:10]([S:12]([C:15]2[CH:20]=[CH:19][CH:18]=[C:17]([O:21][C:22]([F:25])([F:24])[F:23])[CH:16]=2)(=[O:14])=[O:13])[CH:9]=[C:8]([N+:26]([O-])=O)[CH:7]=1)[CH:2]([CH3:4])[CH3:3].[NH4+].[Cl-]. The yield is 0.340. The catalyst is C1COCC1.CO.O.[Zn]. (3) The reactants are [F:1][C:2]1[N:12]=[CH:11][C:5]2[N:6]=[CH:7][NH:8][C:9](=O)[C:4]=2[CH:3]=1.S(Cl)(Cl)=O.[Br:17][C:18]1[CH:19]=[C:20]([CH:22]=[CH:23][C:24]=1[F:25])[NH2:21].C(=O)(O)[O-].[Na+]. The catalyst is CN(C=O)C.CC(N(C)C)=O. The product is [Br:17][C:18]1[CH:19]=[C:20]([NH:21][C:9]2[C:4]3[CH:3]=[C:2]([F:1])[N:12]=[CH:11][C:5]=3[N:6]=[CH:7][N:8]=2)[CH:22]=[CH:23][C:24]=1[F:25]. The yield is 0.990. (4) The reactants are [F:1][C:2]([F:31])([F:30])[C:3]([NH:5][C:6]1[CH:7]=[N:8][C:9]([S:16](=[O:29])(=[O:28])[NH:17][C:18]2[CH:19]=[CH:20][C:21]3[CH2:25][O:24][B:23]([OH:26])[C:22]=3[CH:27]=2)=[C:10]([C:12](=[NH:15])[NH:13][OH:14])[CH:11]=1)=[O:4].[C:32](OC(=O)C)(=O)[CH3:33]. The catalyst is CC(O)=O. The product is [F:31][C:2]([F:1])([F:30])[C:3]([NH:5][C:6]1[CH:7]=[N:8][C:9]([S:16](=[O:28])(=[O:29])[NH:17][C:18]2[CH:19]=[CH:20][C:21]3[CH2:25][O:24][B:23]([OH:26])[C:22]=3[CH:27]=2)=[C:10]([C:12]2[N:15]=[C:32]([CH3:33])[O:14][N:13]=2)[CH:11]=1)=[O:4]. The yield is 0.360. (5) The reactants are [CH3:1][C:2]1[CH:9]=[CH:8][C:7]([CH3:10])=[CH:6][C:3]=1[CH2:4]Cl.[C]=[O:12].[OH-].[Na+].Cl.[CH:16]([OH:19])(C)C. The catalyst is C1C=CC([P]([Pd]([P](C2C=CC=CC=2)(C2C=CC=CC=2)C2C=CC=CC=2)([P](C2C=CC=CC=2)(C2C=CC=CC=2)C2C=CC=CC=2)[P](C2C=CC=CC=2)(C2C=CC=CC=2)C2C=CC=CC=2)(C2C=CC=CC=2)C2C=CC=CC=2)=CC=1.O.N1C=CC=CC=1. The product is [CH3:1][C:2]1[CH:9]=[CH:8][C:7]([CH3:10])=[CH:6][C:3]=1[CH2:4][C:16]([OH:19])=[O:12]. The yield is 0.868. (6) The reactants are C[O:2][C:3](=[O:17])[C:4]1[CH:9]=[CH:8][C:7]([C:10]([F:13])([F:12])[F:11])=[CH:6][C:5]=1[CH:14]1[CH2:16][CH2:15]1.[OH-].[Na+]. The catalyst is C(O)C. The product is [CH:14]1([C:5]2[CH:6]=[C:7]([C:10]([F:11])([F:12])[F:13])[CH:8]=[CH:9][C:4]=2[C:3]([OH:17])=[O:2])[CH2:16][CH2:15]1. The yield is 0.270. (7) The reactants are [N+:1]([C:4]1[C:5](N)=[CH:6][C:7]2[O:11][CH2:10][O:9][C:8]=2[CH:12]=1)([O-:3])=[O:2].Cl.N([O-])=O.[Na+].[I-:19].[K+]. The catalyst is O. The product is [I:19][C:5]1[C:4]([N+:1]([O-:3])=[O:2])=[CH:12][C:8]2[O:9][CH2:10][O:11][C:7]=2[CH:6]=1. The yield is 0.380.